From a dataset of NCI-60 drug combinations with 297,098 pairs across 59 cell lines. Regression. Given two drug SMILES strings and cell line genomic features, predict the synergy score measuring deviation from expected non-interaction effect. (1) Drug 1: CC1=CC=C(C=C1)C2=CC(=NN2C3=CC=C(C=C3)S(=O)(=O)N)C(F)(F)F. Drug 2: N.N.Cl[Pt+2]Cl. Cell line: SN12C. Synergy scores: CSS=35.9, Synergy_ZIP=-2.28, Synergy_Bliss=-1.63, Synergy_Loewe=-12.0, Synergy_HSA=-6.49. (2) Drug 1: C1CN1P(=S)(N2CC2)N3CC3. Drug 2: C1C(C(OC1N2C=NC(=NC2=O)N)CO)O. Cell line: HCT116. Synergy scores: CSS=42.1, Synergy_ZIP=-6.78, Synergy_Bliss=1.15, Synergy_Loewe=-1.47, Synergy_HSA=4.10. (3) Drug 1: CC1C(C(=O)NC(C(=O)N2CCCC2C(=O)N(CC(=O)N(C(C(=O)O1)C(C)C)C)C)C(C)C)NC(=O)C3=C4C(=C(C=C3)C)OC5=C(C(=O)C(=C(C5=N4)C(=O)NC6C(OC(=O)C(N(C(=O)CN(C(=O)C7CCCN7C(=O)C(NC6=O)C(C)C)C)C)C(C)C)C)N)C. Drug 2: C1CC(=O)NC(=O)C1N2C(=O)C3=CC=CC=C3C2=O. Cell line: MDA-MB-435. Synergy scores: CSS=7.48, Synergy_ZIP=-4.33, Synergy_Bliss=-1.02, Synergy_Loewe=-25.5, Synergy_HSA=-2.70. (4) Cell line: PC-3. Synergy scores: CSS=10.6, Synergy_ZIP=-8.64, Synergy_Bliss=-5.85, Synergy_Loewe=-5.87, Synergy_HSA=-4.59. Drug 1: CS(=O)(=O)OCCCCOS(=O)(=O)C. Drug 2: CCN(CC)CCCC(C)NC1=C2C=C(C=CC2=NC3=C1C=CC(=C3)Cl)OC. (5) Drug 1: CN1CCC(CC1)COC2=C(C=C3C(=C2)N=CN=C3NC4=C(C=C(C=C4)Br)F)OC. Drug 2: CC1C(C(CC(O1)OC2CC(CC3=C2C(=C4C(=C3O)C(=O)C5=C(C4=O)C(=CC=C5)OC)O)(C(=O)C)O)N)O.Cl. Cell line: UACC62. Synergy scores: CSS=18.4, Synergy_ZIP=0.284, Synergy_Bliss=3.79, Synergy_Loewe=2.94, Synergy_HSA=5.34. (6) Drug 1: C1CC(=O)NC(=O)C1N2CC3=C(C2=O)C=CC=C3N. Drug 2: CC=C1C(=O)NC(C(=O)OC2CC(=O)NC(C(=O)NC(CSSCCC=C2)C(=O)N1)C(C)C)C(C)C. Cell line: HCT116. Synergy scores: CSS=40.8, Synergy_ZIP=-1.23, Synergy_Bliss=-5.21, Synergy_Loewe=-3.89, Synergy_HSA=-3.55. (7) Cell line: CCRF-CEM. Synergy scores: CSS=30.7, Synergy_ZIP=-2.69, Synergy_Bliss=-7.59, Synergy_Loewe=-13.8, Synergy_HSA=-6.41. Drug 2: C1=NNC2=C1C(=O)NC=N2. Drug 1: CCC1=C2CN3C(=CC4=C(C3=O)COC(=O)C4(CC)O)C2=NC5=C1C=C(C=C5)O.